This data is from Reaction yield outcomes from USPTO patents with 853,638 reactions. The task is: Predict the reaction yield, written as a fraction of the theoretical maximum amount of product (1.0 means a 100% yield; for example, 0.34 means a 34% yield). (1) The reactants are [NH2:1][C:2]1[N:3]=[C:4]2[CH:9]=[CH:8][C:7]([O:10][C:11]3[CH:12]=[C:13]([NH:17][C:18](=[O:29])[C:19]4[CH:24]=[CH:23][CH:22]=[C:21]([C:25]([F:28])([F:27])[F:26])[CH:20]=4)[CH:14]=[CH:15][CH:16]=3)=[N:6][N:5]2[CH:30]=1.[CH3:31][S:32]([CH2:35][C:36](O)=[O:37])(=[O:34])=[O:33].Cl.CN(C)CCCN=C=NCC.ON1C2C=CC=CC=2N=N1.C(N(CC)CC)C. The catalyst is CN(C)C=O. The product is [CH3:31][S:32]([CH2:35][C:36]([NH:1][C:2]1[N:3]=[C:4]2[CH:9]=[CH:8][C:7]([O:10][C:11]3[CH:12]=[C:13]([NH:17][C:18](=[O:29])[C:19]4[CH:24]=[CH:23][CH:22]=[C:21]([C:25]([F:28])([F:27])[F:26])[CH:20]=4)[CH:14]=[CH:15][CH:16]=3)=[N:6][N:5]2[CH:30]=1)=[O:37])(=[O:34])=[O:33]. The yield is 0.880. (2) The reactants are [F:1][C:2]([F:13])([F:12])[CH:3]([C:8]([F:11])([F:10])[F:9])[C@H:4]([NH2:7])[CH2:5][OH:6].N1C=CC=CC=1.[S:20]1[CH:24]=[CH:23][C:22]([S:25](Cl)(=[O:27])=[O:26])=[CH:21]1.CC1C=CC(S(O)(=O)=O)=CC=1. The catalyst is C(Cl)Cl.CCOC(C)=O. The product is [F:1][C:2]([F:12])([F:13])[CH:3]([C:8]([F:9])([F:10])[F:11])[C@H:4]([NH:7][S:25]([C:22]1[CH:23]=[CH:24][S:20][CH:21]=1)(=[O:27])=[O:26])[CH2:5][OH:6]. The yield is 0.350. (3) The reactants are [C:1]([O:4][C@@H:5]1[C@@H:11]([O:12][C:13](=[O:15])[CH3:14])[C@H:10]([O:16][C:17](=[O:19])[CH3:18])[C@@H:9]([CH2:20][O:21][C:22](=[O:24])[CH3:23])[S:8][CH:6]1[OH:7])(=[O:3])[CH3:2].[C:25]([C:28]1[C:34](O)=[CH:33][C:32]([CH3:36])=[CH:31][C:29]=1[OH:30])(=[O:27])[CH3:26].C1(P(C2C=CC=CC=2)C2C=CC=CC=2)C=CC=CC=1.N(C(OC(C)C)=O)=NC(OC(C)C)=O. The catalyst is C1(C)C=CC=CC=1. The product is [C:1]([O:4][C@@H:5]1[C@@H:11]([O:12][C:13](=[O:15])[CH3:14])[C@H:10]([O:16][C:17](=[O:19])[CH3:18])[C@@H:9]([CH2:20][O:21][C:22](=[O:24])[CH3:23])[S:8][C@H:6]1[O:7][C:34]1[CH:33]=[C:32]([CH3:36])[CH:31]=[C:29]([OH:30])[C:28]=1[C:25](=[O:27])[CH3:26])(=[O:3])[CH3:2]. The yield is 0.280. (4) The reactants are [C:1]([OH:5])(=[O:4])[CH2:2][OH:3].C([O-])([O-])=O.[Cs+].[Cs+].Br[CH2:13][C:14]([C:16]1[CH:21]=[CH:20][C:19]([CH2:22][CH2:23][CH2:24][CH2:25][CH2:26][CH2:27][CH2:28][CH2:29][CH2:30][CH2:31][CH2:32][CH3:33])=[CH:18][CH:17]=1)=[O:15]. The catalyst is CCO.CN(C=O)C.CCOC(C)=O. The product is [OH:3][CH2:2][C:1]([O:5][CH2:13][C:14]([C:16]1[CH:21]=[CH:20][C:19]([CH2:22][CH2:23][CH2:24][CH2:25][CH2:26][CH2:27][CH2:28][CH2:29][CH2:30][CH2:31][CH2:32][CH3:33])=[CH:18][CH:17]=1)=[O:15])=[O:4]. The yield is 0.860. (5) The reactants are O=C1N2C[C@@H](CC[C@H]2C([NH:12][O:13][C@H:14]2[CH2:18][CH2:17][N:16]([C:19]([O:21][C:22]([CH3:25])([CH3:24])[CH3:23])=[O:20])[CH2:15]2)=O)N1OS(O)(=O)=O.FC(F)(F)C(O)=O. The catalyst is C(Cl)Cl. The product is [NH2:12][O:13][C@@H:14]1[CH2:18][CH2:17][N:16]([C:19]([O:21][C:22]([CH3:25])([CH3:24])[CH3:23])=[O:20])[CH2:15]1. The yield is 0.360. (6) The reactants are [CH:1]([C:4]1[N:5]=[C:6]([C:9]2[CH:18]=[C:17]([O:19][CH2:20][CH2:21][C@@H:22]3[NH:36][C:35](=[O:37])[N:34]([CH3:38])[CH2:33][CH2:32][CH2:31][CH2:30][CH:29]=[CH:28][C@H:27]4[C@@:25]([C:39](O)=[O:40])([CH2:26]4)[NH:24][C:23]3=[O:42])[C:16]3[C:11](=[C:12]([Cl:45])[C:13]([O:43][CH3:44])=[CH:14][CH:15]=3)[N:10]=2)[S:7][CH:8]=1)([CH3:3])[CH3:2].[C:46]([CH:48]1[CH2:52][CH2:51][CH2:50][N:49]1[S:53]([NH2:56])(=[O:55])=[O:54])#[N:47]. No catalyst specified. The product is [Cl:45][C:12]1[C:13]([O:43][CH3:44])=[CH:14][CH:15]=[C:16]2[C:11]=1[N:10]=[C:9]([C:6]1[S:7][CH:8]=[C:4]([CH:1]([CH3:3])[CH3:2])[N:5]=1)[CH:18]=[C:17]2[O:19][CH2:20][CH2:21][C@@H:22]1[NH:36][C:35](=[O:37])[N:34]([CH3:38])[CH2:33][CH2:32][CH2:31][CH2:30][CH:29]=[CH:28][C@H:27]2[C@@:25]([C:39]([NH:56][S:53]([N:49]3[CH2:50][CH2:51][CH2:52][C@H:48]3[C:46]#[N:47])(=[O:55])=[O:54])=[O:40])([CH2:26]2)[NH:24][C:23]1=[O:42]. The yield is 0.250.